From a dataset of Reaction yield outcomes from USPTO patents with 853,638 reactions. Predict the reaction yield, written as a fraction of the theoretical maximum amount of product (1.0 means a 100% yield; for example, 0.34 means a 34% yield). The reactants are Br[C:2]1[CH:20]=[CH:19][C:18]([N+:21]([O-:23])=[O:22])=[CH:17][C:3]=1[CH2:4][N:5]([CH3:16])[C:6](=[O:15])[O:7][CH2:8][C:9]1[CH:14]=[CH:13][CH:12]=[CH:11][CH:10]=1.N1CCC[C@H]1C(O)=O.C(=O)([O-])[O-].[Cs+].[Cs+].[C:38]([O:46][CH2:47][CH3:48])(=[O:45])[CH2:39][C:40]([O:42][CH2:43][CH3:44])=[O:41]. The catalyst is CS(C)=O.[Cu]I. The product is [CH2:8]([O:7][C:6]([N:5]([CH2:4][C:3]1[CH:17]=[C:18]([N+:21]([O-:23])=[O:22])[CH:19]=[CH:20][C:2]=1[CH:39]([C:40]([O:42][CH2:43][CH3:44])=[O:41])[C:38]([O:46][CH2:47][CH3:48])=[O:45])[CH3:16])=[O:15])[C:9]1[CH:14]=[CH:13][CH:12]=[CH:11][CH:10]=1. The yield is 0.736.